Dataset: Full USPTO retrosynthesis dataset with 1.9M reactions from patents (1976-2016). Task: Predict the reactants needed to synthesize the given product. (1) Given the product [Cl:16][C:13]1[CH:14]=[CH:15][C:6]([O:5][CH2:4][C:3]([OH:30])=[O:2])=[C:7]2[C:12]=1[N:11]=[C:10]([CH3:17])[C:9]([CH2:18][C:19]1[CH:20]=[CH:21][C:22]([F:25])=[CH:23][CH:24]=1)=[C:8]2[O:26][CH:27]([CH3:29])[CH3:28], predict the reactants needed to synthesize it. The reactants are: C[O:2][C:3](=[O:30])[CH2:4][O:5][C:6]1[CH:15]=[CH:14][C:13]([Cl:16])=[C:12]2[C:7]=1[C:8]([O:26][CH:27]([CH3:29])[CH3:28])=[C:9]([CH2:18][C:19]1[CH:24]=[CH:23][C:22]([F:25])=[CH:21][CH:20]=1)[C:10]([CH3:17])=[N:11]2.CO.[OH-].[Na+]. (2) Given the product [CH2:42]([O:49][NH:50][C:11]([C:10]1[C:5]([NH:4][CH:1]2[CH2:2][CH2:3]2)=[N:6][C:7]([N:15]2[CH2:19][CH2:18][CH2:17][CH2:16]2)=[C:8]([F:14])[CH:9]=1)=[O:13])[C:43]1[CH:48]=[CH:47][CH:46]=[CH:45][CH:44]=1, predict the reactants needed to synthesize it. The reactants are: [CH:1]1([NH:4][C:5]2[C:10]([C:11]([OH:13])=O)=[CH:9][C:8]([F:14])=[C:7]([N:15]3[CH2:19][CH2:18][CH2:17][CH2:16]3)[N:6]=2)[CH2:3][CH2:2]1.ON1C2C=CC=CC=2N=N1.C(N=C=NCCCN(C)C)C.Cl.[CH2:42]([O:49][NH2:50])[C:43]1[CH:48]=[CH:47][CH:46]=[CH:45][CH:44]=1.C(N(CC)CC)C. (3) Given the product [C:26]([O:30][C:31]([NH:33][C@@H:34]([CH:38]1[CH2:39][CH2:40][CH2:41][CH2:42][CH2:43]1)[C:35]([N:10]1[C@H:9]([C:12]([O:14][CH3:15])=[O:13])[CH2:8][N:7]2[CH2:16][C@H:4]([OH:3])[CH2:5][C@@H:6]2[CH2:11]1)=[O:36])=[O:32])([CH3:29])([CH3:27])[CH3:28], predict the reactants needed to synthesize it. The reactants are: Cl.Cl.[OH:3][C@H:4]1[CH2:16][N:7]2[CH2:8][C@@H:9]([C:12]([O:14][CH3:15])=[O:13])[NH:10][CH2:11][C@H:6]2[CH2:5]1.C(N(C(C)C)C(C)C)C.[C:26]([O:30][C:31]([NH:33][C@@H:34]([CH:38]1[CH2:43][CH2:42][CH2:41][CH2:40][CH2:39]1)[C:35](O)=[O:36])=[O:32])([CH3:29])([CH3:28])[CH3:27].F[P-](F)(F)(F)(F)F.N1(OC(N(C)C)=[N+](C)C)C2N=CC=CC=2N=N1. (4) Given the product [CH3:16][Si:15]([CH3:18])([CH3:17])[CH2:14][CH2:13][O:12][CH2:11][N:4]1[C:5]2=[N:6][CH:7]=[CH:8][CH:9]=[C:10]2[CH2:2][C:3]1=[O:19], predict the reactants needed to synthesize it. The reactants are: Br[C:2]1(Br)[C:10]2[C:5](=[N:6][CH:7]=[CH:8][CH:9]=2)[N:4]([CH2:11][O:12][CH2:13][CH2:14][Si:15]([CH3:18])([CH3:17])[CH3:16])[C:3]1=[O:19]. (5) The reactants are: Br[CH2:2][CH2:3][CH2:4][CH:5]=[CH2:6].CON(C)[C:10]([C:12]1[C:13]([CH:26]=[CH2:27])=[N:14][N:15]([CH2:17][C:18]2[CH:23]=[CH:22][C:21]([O:24][CH3:25])=[CH:20][CH:19]=2)[CH:16]=1)=[O:11]. Given the product [CH3:25][O:24][C:21]1[CH:20]=[CH:19][C:18]([CH2:17][N:15]2[CH:16]=[C:12]([C:10](=[O:11])[CH2:6][CH2:5][CH2:4][CH:3]=[CH2:2])[C:13]([CH:26]=[CH2:27])=[N:14]2)=[CH:23][CH:22]=1, predict the reactants needed to synthesize it. (6) The reactants are: [OH:1][C:2]1[CH:24]=[CH:23][C:5]([O:6][CH:7]2[CH2:10][N:9]([C:11]3[CH:16]=[CH:15][C:14]([C@@H:17]([NH:19][C:20](=[O:22])[CH3:21])[CH3:18])=[CH:13][CH:12]=3)[CH2:8]2)=[CH:4][CH:3]=1.C(=O)([O-])[O-].[K+].[K+].Br[CH:32]([CH3:34])[CH3:33]. Given the product [CH:32]([O:1][C:2]1[CH:3]=[CH:4][C:5]([O:6][CH:7]2[CH2:8][N:9]([C:11]3[CH:16]=[CH:15][C:14]([C@@H:17]([NH:19][C:20](=[O:22])[CH3:21])[CH3:18])=[CH:13][CH:12]=3)[CH2:10]2)=[CH:23][CH:24]=1)([CH3:34])[CH3:33], predict the reactants needed to synthesize it.